Task: Predict the reaction yield, written as a fraction of the theoretical maximum amount of product (1.0 means a 100% yield; for example, 0.34 means a 34% yield).. Dataset: Reaction yield outcomes from USPTO patents with 853,638 reactions (1) The reactants are [CH3:1][O:2][C:3]1[C:4]([NH:14][C:15](=[O:19])OCC)=[N:5][C:6]2[C:11]([N:12]=1)=[CH:10][C:9]([CH3:13])=[CH:8][CH:7]=2.[F:20][C:21]1[CH:26]=[CH:25][CH:24]=[CH:23][C:22]=1[N:27]1[CH2:32][CH2:31][NH:30][CH2:29][CH2:28]1. No catalyst specified. The product is [CH3:1][O:2][C:3]1[C:4]([NH:14][C:15]([N:30]2[CH2:29][CH2:28][N:27]([C:22]3[CH:23]=[CH:24][CH:25]=[CH:26][C:21]=3[F:20])[CH2:32][CH2:31]2)=[O:19])=[N:5][C:6]2[C:11]([N:12]=1)=[CH:10][C:9]([CH3:13])=[CH:8][CH:7]=2. The yield is 0.980. (2) The reactants are [F:1][C:2]1[CH:7]=[CH:6][CH:5]=[C:4]([O:8]C)[C:3]=1[N+:10]([O-:12])=[O:11].B(Br)(Br)Br. The catalyst is ClCCl. The product is [F:1][C:2]1[C:3]([N+:10]([O-:12])=[O:11])=[C:4]([OH:8])[CH:5]=[CH:6][CH:7]=1. The yield is 0.950. (3) The reactants are Cl[CH2:2][C:3](=O)[CH3:4].[Cl:6][C:7]1[CH:8]=[C:9]([O:17][C:18]2[CH:23]=[CH:22][CH:21]=[CH:20][CH:19]=2)[C:10]([NH:13][C:14]([NH2:16])=[S:15])=[N:11][CH:12]=1.C(N(CC)CC)C. The catalyst is C(O)C. The product is [Cl:6][C:7]1[CH:8]=[C:9]([O:17][C:18]2[CH:19]=[CH:20][CH:21]=[CH:22][CH:23]=2)[C:10]([NH:13][C:14]2[S:15][CH:2]=[C:3]([CH3:4])[N:16]=2)=[N:11][CH:12]=1. The yield is 0.890. (4) The reactants are [CH3:1][CH:2]([N:4]1[C:12](/[CH:13]=[CH:14]/[C@H:15]([OH:24])[CH2:16][C@H:17]([OH:23])[CH2:18][C:19]([O:21]C)=[O:20])=[C:11]([C:25]2[CH:30]=[CH:29][C:28]([F:31])=[CH:27][CH:26]=2)[C:10]2[C:5]1=[CH:6][CH:7]=[CH:8][CH:9]=2)[CH3:3].[OH-].[Na+:33].CC(OC)(C)C. The catalyst is O.CO. The product is [CH3:3][CH:2]([N:4]1[C:12](/[CH:13]=[CH:14]/[CH:15]([OH:24])[CH2:16][CH:17]([OH:23])[CH2:18][C:19]([O-:21])=[O:20])=[C:11]([C:25]2[CH:26]=[CH:27][C:28]([F:31])=[CH:29][CH:30]=2)[C:10]2[CH:9]=[CH:8][CH:7]=[CH:6][C:5]1=2)[CH3:1].[Na+:33]. The yield is 0.913. (5) The product is [I:15][C:16]1[CH:21]=[CH:20][C:19]([O:22][CH:43]([C:36]2[CH:37]=[CH:38][C:39]([C:9]([O:11][CH3:12])=[O:10])=[CH:40][CH:41]=2)[CH2:44][CH2:45][CH3:46])=[CH:18][CH:17]=1. The catalyst is C(OCC)C. The reactants are N([C:9]([O:11][CH:12](C)C)=[O:10])=N[C:9]([O:11][CH:12](C)C)=[O:10].[I:15][C:16]1[CH:21]=[CH:20][C:19]([OH:22])=[CH:18][CH:17]=1.[C:36]1(P([C:36]2[CH:41]=[CH:40][CH:39]=[CH:38][CH:37]=2)[C:36]2[CH:41]=[CH:40][CH:39]=[CH:38][CH:37]=2)[CH:41]=[CH:40][CH:39]=[CH:38][CH:37]=1.O1[CH2:46][CH2:45][CH2:44][CH2:43]1. The yield is 0.750.